From a dataset of Catalyst prediction with 721,799 reactions and 888 catalyst types from USPTO. Predict which catalyst facilitates the given reaction. (1) Reactant: C([NH:8][CH:9]1[CH2:14][CH2:13][CH:12]([CH2:15][O:16][C:17]2[C:26]3[C:21](=[CH:22][CH:23]=[C:24]([O:27][CH3:28])[CH:25]=3)[N:20]=[CH:19][N:18]=2)[CH2:11][CH2:10]1)C1C=CC=CC=1. Product: [CH3:28][O:27][C:24]1[CH:25]=[C:26]2[C:21](=[CH:22][CH:23]=1)[N:20]=[CH:19][N:18]=[C:17]2[O:16][CH2:15][CH:12]1[CH2:13][CH2:14][CH:9]([NH2:8])[CH2:10][CH2:11]1. The catalyst class is: 105. (2) Product: [CH3:9][C:10]1[CH:15]=[CH:14][C:13]([NH:16][C:17](=[O:30])[C:18]2[CH:23]=[CH:22][CH:21]=[C:20]([N:24]3[CH2:29][CH2:28][O:27][CH2:26][CH2:25]3)[CH:19]=2)=[CH:12][C:11]=1[NH:31][C:32](=[O:40])[C:33]1[CH:34]=[CH:35][C:36]([O:39][C:2]2[CH:7]=[C:6]([Cl:8])[N:5]=[CH:4][N:3]=2)=[CH:37][CH:38]=1. Reactant: Cl[C:2]1[CH:7]=[C:6]([Cl:8])[N:5]=[CH:4][N:3]=1.[CH3:9][C:10]1[CH:15]=[CH:14][C:13]([NH:16][C:17](=[O:30])[C:18]2[CH:23]=[CH:22][CH:21]=[C:20]([N:24]3[CH2:29][CH2:28][O:27][CH2:26][CH2:25]3)[CH:19]=2)=[CH:12][C:11]=1[NH:31][C:32](=[O:40])[C:33]1[CH:38]=[CH:37][C:36]([OH:39])=[CH:35][CH:34]=1.C(=O)([O-])[O-].[Cs+].[Cs+].CC(N(C)C)=O. The catalyst class is: 6. (3) Reactant: Cl[CH2:2][O:3][C:4]1[CH:11]=[CH:10][C:7]([C:8]#[N:9])=[CH:6][CH:5]=1.[F-:12].C([N+](CCCC)(CCCC)CCCC)CCC.C1COCC1. Product: [F:12][CH2:2][O:3][C:4]1[CH:11]=[CH:10][C:7]([C:8]#[N:9])=[CH:6][CH:5]=1. The catalyst class is: 4. (4) Reactant: [C:1](Cl)(=[O:3])[CH3:2].[Cl:5][C:6]1[C:11]([NH2:12])=[C:10]([F:13])[C:9]([CH3:14])=[CH:8][CH:7]=1. Product: [Cl:5][C:6]1[C:11]([NH:12][C:1](=[O:3])[CH3:2])=[C:10]([F:13])[C:9]([CH3:14])=[CH:8][CH:7]=1. The catalyst class is: 11. (5) Reactant: C(N(CC)CC)C.[OH:8][CH:9]([C:15]1[CH:20]=[CH:19][N:18]=[CH:17][CH:16]=1)[C:10]([CH3:14])([CH3:13])[C:11]#[N:12].[C:21]1([CH3:31])[CH:26]=[CH:25][C:24]([S:27](Cl)(=[O:29])=[O:28])=[CH:23][CH:22]=1. Product: [CH3:13][C:10]([CH3:14])([CH:9]([C:15]1[CH:16]=[CH:17][N:18]=[CH:19][CH:20]=1)[O:8][S:27]([C:24]1[CH:25]=[CH:26][C:21]([CH3:31])=[CH:22][CH:23]=1)(=[O:29])=[O:28])[C:11]#[N:12]. The catalyst class is: 4. (6) Reactant: [F:1][C:2]1[CH:7]=[CH:6][C:5]([N:8]2[C:17]3[C:12](=[CH:13][C:14]([OH:18])=[CH:15][CH:16]=3)[C:11](=[O:19])[C:10]([C:20]([OH:22])=[O:21])=[CH:9]2)=[CH:4][CH:3]=1.S(=O)(=O)(O)O.[C:28](=O)(O)[O-].[Na+]. Product: [NH4+:8].[OH-:18].[F:1][C:2]1[CH:3]=[CH:4][C:5]([N:8]2[C:17]3[C:12](=[CH:13][C:14]([OH:18])=[CH:15][CH:16]=3)[C:11](=[O:19])[C:10]([C:20]([O:22][CH3:28])=[O:21])=[CH:9]2)=[CH:6][CH:7]=1. The catalyst class is: 5. (7) The catalyst class is: 8. Reactant: [CH2:1]([O:5][C:6]1[CH:10]=[C:9]([CH2:11][CH2:12][C:13]([O:15]CC)=[O:14])[N:8]([CH2:18][C:19]2[CH:24]=[CH:23][C:22]([Cl:25])=[CH:21][C:20]=2[Cl:26])[N:7]=1)[CH2:2][CH2:3][CH3:4].[OH-].[Na+].O1CCCC1. Product: [CH2:1]([O:5][C:6]1[CH:10]=[C:9]([CH2:11][CH2:12][C:13]([OH:15])=[O:14])[N:8]([CH2:18][C:19]2[CH:24]=[CH:23][C:22]([Cl:25])=[CH:21][C:20]=2[Cl:26])[N:7]=1)[CH2:2][CH2:3][CH3:4]. (8) Reactant: [NH2:1][CH:2]([C:9]1([CH3:14])[CH2:13][CH2:12][CH2:11][CH2:10]1)[CH2:3][C:4]([O:6][CH2:7][CH3:8])=[O:5].[Cl:15][C:16]1[C:21]([C:22]#[N:23])=[CH:20][C:19]([F:24])=[C:18](Cl)[N:17]=1.C(N(CC)CC)C. Product: [Cl:15][C:16]1[N:17]=[C:18]([NH:1][C@@H:2]([C:9]2([CH3:14])[CH2:10][CH2:11][CH2:12][CH2:13]2)[CH2:3][C:4]([O:6][CH2:7][CH3:8])=[O:5])[C:19]([F:24])=[CH:20][C:21]=1[C:22]#[N:23]. The catalyst class is: 1.